From a dataset of Full USPTO retrosynthesis dataset with 1.9M reactions from patents (1976-2016). Predict the reactants needed to synthesize the given product. (1) Given the product [C:1]([C:5]1[O:9][N:8]=[C:7]([NH:10][C:11]([NH:13][C:14]2[CH:19]=[C:18]([O:20][C:23]3[C:32]4[C:27](=[CH:28][C:29]([O:35][CH3:36])=[C:30]([O:33][CH3:34])[CH:31]=4)[N:26]=[CH:25][N:24]=3)[CH:17]=[CH:16][C:15]=2[F:21])=[O:12])[CH:6]=1)([CH3:4])([CH3:2])[CH3:3], predict the reactants needed to synthesize it. The reactants are: [C:1]([C:5]1[O:9][N:8]=[C:7]([NH:10][C:11]([NH:13][C:14]2[CH:19]=[C:18]([OH:20])[CH:17]=[CH:16][C:15]=2[F:21])=[O:12])[CH:6]=1)([CH3:4])([CH3:3])[CH3:2].Cl[C:23]1[C:32]2[C:27](=[CH:28][C:29]([O:35][CH3:36])=[C:30]([O:33][CH3:34])[CH:31]=2)[N:26]=[CH:25][N:24]=1.C(=O)([O-])[O-].[K+].[K+].O. (2) Given the product [F:1][C:2]1[C:7]([O:8][C:9]2[C:14]([O:15][C:16]3[CH:17]=[N:18][C:19]([S:22]([CH2:25][CH3:26])(=[O:24])=[O:23])=[CH:20][CH:21]=3)=[CH:13][C:12]3[NH:27][C:34]([C:31]4[CH:32]=[CH:33][NH:29][N:30]=4)=[N:28][C:11]=3[CH:10]=2)=[CH:6][CH:5]=[CH:4][N:3]=1, predict the reactants needed to synthesize it. The reactants are: [F:1][C:2]1[C:7]([O:8][C:9]2[CH:10]=[C:11]([NH2:28])[C:12]([NH2:27])=[CH:13][C:14]=2[O:15][C:16]2[CH:17]=[N:18][C:19]([S:22]([CH2:25][CH3:26])(=[O:24])=[O:23])=[CH:20][CH:21]=2)=[CH:6][CH:5]=[CH:4][N:3]=1.[NH:29]1[CH:33]=[CH:32][C:31]([CH:34]=O)=[N:30]1.